From a dataset of Reaction yield outcomes from USPTO patents with 853,638 reactions. Predict the reaction yield, written as a fraction of the theoretical maximum amount of product (1.0 means a 100% yield; for example, 0.34 means a 34% yield). (1) The reactants are [NH2:1][C:2]1[CH:36]=[CH:35][C:5]([CH2:6][C@@H:7]([C:16]([NH:18][CH2:19][CH2:20][CH2:21][CH2:22][O:23][C:24]2[CH:33]=[CH:32][CH:31]=[C:30]([OH:34])[C:25]=2[C:26]([O:28][CH3:29])=[O:27])=[O:17])[NH:8][C:9]([O:11][C:12]([CH3:15])([CH3:14])[CH3:13])=[O:10])=[CH:4][CH:3]=1.O=[C:38]([CH2:45][CH3:46])[CH2:39][C:40]([O:42][CH2:43][CH3:44])=[O:41].C([O-])(=O)C.[Na+].[Na]. The catalyst is C(O)C.C(O)(=O)C. The product is [C:12]([O:11][C:9]([NH:8][C@H:7]([C:16]([NH:18][CH2:19][CH2:20][CH2:21][CH2:22][O:23][C:24]1[CH:33]=[CH:32][CH:31]=[C:30]([OH:34])[C:25]=1[C:26]([O:28][CH3:29])=[O:27])=[O:17])[CH2:6][C:5]1[CH:4]=[CH:3][C:2]([NH:1][CH:38]([CH2:45][CH3:46])[CH2:39][C:40]([O:42][CH2:43][CH3:44])=[O:41])=[CH:36][CH:35]=1)=[O:10])([CH3:13])([CH3:15])[CH3:14]. The yield is 0.420. (2) The reactants are [Cl:1][C:2]1[CH:10]=[CH:9][C:8](B(O)O)=[CH:7][C:3]=1[C:4]([NH2:6])=[O:5].[NH:14]1[CH:18]=[CH:17][N:16]=[CH:15]1. The catalyst is CO.[Cu]I. The product is [Cl:1][C:2]1[CH:10]=[CH:9][C:8]([N:14]2[CH:18]=[CH:17][N:16]=[CH:15]2)=[CH:7][C:3]=1[C:4]([NH2:6])=[O:5]. The yield is 0.390. (3) The reactants are [Br:1][C:2]1[CH:22]=[CH:21][C:5]([CH2:6][N:7]2[C:12](=[O:13])[C:11]3[CH:14]=[CH:15][C:16]([O:18][CH3:19])=[CH:17][C:10]=3[O:9]C2=O)=[C:4]([F:23])[CH:3]=1.[OH-].[K+].Cl. The catalyst is C(O)C. The product is [Br:1][C:2]1[CH:22]=[CH:21][C:5]([CH2:6][NH:7][C:12](=[O:13])[C:11]2[CH:14]=[CH:15][C:16]([O:18][CH3:19])=[CH:17][C:10]=2[OH:9])=[C:4]([F:23])[CH:3]=1. The yield is 0.710. (4) The reactants are [CH3:1][C:2]1[O:6][N:5]=[C:4]([C:7]2[CH:12]=[CH:11][N:10]=[CH:9][N:8]=2)[C:3]=1[CH2:13][O:14][C:15]1[CH:23]=[CH:22][C:18]([C:19]([OH:21])=O)=[CH:17][N:16]=1.[NH:24]1[CH2:29][CH2:28][O:27][CH2:26][CH2:25]1. No catalyst specified. The product is [CH3:1][C:2]1[O:6][N:5]=[C:4]([C:7]2[CH:12]=[CH:11][N:10]=[CH:9][N:8]=2)[C:3]=1[CH2:13][O:14][C:15]1[N:16]=[CH:17][C:18]([C:19]([N:24]2[CH2:29][CH2:28][O:27][CH2:26][CH2:25]2)=[O:21])=[CH:22][CH:23]=1. The yield is 0.700.